Task: Predict the reactants needed to synthesize the given product.. Dataset: Full USPTO retrosynthesis dataset with 1.9M reactions from patents (1976-2016) Given the product [Cl:1][C:2]1[CH:10]=[C:9]2[C:5]([C:6]([C:11]([N:13]3[CH2:18][CH2:17][N:16]([C:19]4[CH:24]=[CH:23][CH:22]=[CH:21][C:20]=4[O:25][CH3:26])[CH2:15][CH2:14]3)=[O:12])=[CH:7][N:8]2[CH2:28][C:29]([OH:31])=[O:30])=[CH:4][CH:3]=1, predict the reactants needed to synthesize it. The reactants are: [Cl:1][C:2]1[CH:10]=[C:9]2[C:5]([C:6]([C:11]([N:13]3[CH2:18][CH2:17][N:16]([C:19]4[CH:24]=[CH:23][CH:22]=[CH:21][C:20]=4[O:25][CH3:26])[CH2:15][CH2:14]3)=[O:12])=[CH:7][NH:8]2)=[CH:4][CH:3]=1.Br[CH2:28][C:29]([OH:31])=[O:30].